Dataset: Reaction yield outcomes from USPTO patents with 853,638 reactions. Task: Predict the reaction yield, written as a fraction of the theoretical maximum amount of product (1.0 means a 100% yield; for example, 0.34 means a 34% yield). (1) The reactants are [O:1]=[C:2]1[CH2:7][O:6][C:5]2[CH:8]=[CH:9][C:10]([CH2:12][C:13]([OH:15])=[O:14])=[CH:11][C:4]=2[NH:3]1.Cl[CH2:17][C:18]([C:20]1[CH:25]=[CH:24][CH:23]=[CH:22][CH:21]=1)=O. No catalyst specified. The product is [O:14]=[C:13]1[C:12]([C:10]2[CH:9]=[CH:8][C:5]3[O:6][CH2:7][C:2](=[O:1])[NH:3][C:4]=3[CH:11]=2)=[C:18]([C:20]2[CH:25]=[CH:24][CH:23]=[CH:22][CH:21]=2)[CH2:17][O:15]1. The yield is 0.380. (2) The reactants are [F:1][C:2]1[N:7]=[C:6]([N:8]([CH3:10])[CH3:9])[CH:5]=[CH:4][CH:3]=1.[Br:11]N1C(=O)CCC1=O. The catalyst is C(#N)C. The product is [Br:11][C:3]1[CH:4]=[CH:5][C:6]([N:8]([CH3:10])[CH3:9])=[N:7][C:2]=1[F:1]. The yield is 0.950. (3) The reactants are C([N:14]1[CH2:17][CH:16]([O:18][CH:19]([C:30]2[CH:35]=[CH:34][C:33]([O:36][CH3:37])=[CH:32][CH:31]=2)[C:20]2[CH:25]=[CH:24][CH:23]=[CH:22][C:21]=2[C:26]([F:29])([F:28])[F:27])[CH2:15]1)(C1C=CC=CC=1)C1C=CC=CC=1.Cl.ClC1C=CC=CC=1C(OC1CNC1)C1C=CC(Cl)=CC=1. No catalyst specified. The product is [F:29][C:26]([F:27])([F:28])[C:21]1[CH:22]=[CH:23][CH:24]=[CH:25][C:20]=1[CH:19]([O:18][CH:16]1[CH2:17][NH:14][CH2:15]1)[C:30]1[CH:35]=[CH:34][C:33]([O:36][CH3:37])=[CH:32][CH:31]=1. The yield is 0.290. (4) The reactants are [N:1]1([CH2:7][CH2:8][CH2:9][O:10][C:11]2[CH:18]=[CH:17][C:14]([CH:15]=O)=[CH:13][CH:12]=2)[CH2:6][CH2:5][CH2:4][CH2:3][CH2:2]1.[ClH:19].[CH3:20][NH:21][CH3:22].C(O[BH-](OC(=O)C)OC(=O)C)(=O)C.[Na+].[OH-].[Na+].ClC[CH2:41][Cl:42]. The catalyst is C(O)(=O)C. The product is [NH3:1].[CH2:41]([Cl:42])[Cl:19].[CH3:20][N:21]([CH3:22])[CH2:15][C:14]1[CH:17]=[CH:18][C:11]([O:10][CH2:9][CH2:8][CH2:7][N:1]2[CH2:6][CH2:5][CH2:4][CH2:3][CH2:2]2)=[CH:12][CH:13]=1. The yield is 0.0300.